From a dataset of Full USPTO retrosynthesis dataset with 1.9M reactions from patents (1976-2016). Predict the reactants needed to synthesize the given product. Given the product [CH2:23]([O:25][C:26]([C:28]1[N:29]=[C:30]([S:33][C:2]2[S:6][C:5]([NH:7][C:8]([N:9]([CH:17]3[CH2:21][CH2:20][CH2:19][CH2:18]3)[CH:10]3[CH2:15][CH2:14][CH:13]([CH3:16])[CH2:12][CH2:11]3)=[O:22])=[N:4][CH:3]=2)[NH:31][CH:32]=1)=[O:27])[CH3:24], predict the reactants needed to synthesize it. The reactants are: Br[C:2]1[S:6][C:5]([NH:7][C:8](=[O:22])[N:9]([CH:17]2[CH2:21][CH2:20][CH2:19][CH2:18]2)[CH:10]2[CH2:15][CH2:14][CH:13]([CH3:16])[CH2:12][CH2:11]2)=[N:4][CH:3]=1.[CH2:23]([O:25][C:26]([C:28]1[N:29]=[C:30]([SH:33])[NH:31][CH:32]=1)=[O:27])[CH3:24].